Dataset: Catalyst prediction with 721,799 reactions and 888 catalyst types from USPTO. Task: Predict which catalyst facilitates the given reaction. (1) Reactant: Cl.[CH3:2][O:3][CH2:4][CH2:5][CH2:6][NH:7][C:8]([C@@H:10]1[C:15]([CH3:17])([CH3:16])[CH2:14][CH2:13][CH:12]([C:18]2[C:22]([CH2:23][N:24]([CH3:36])[CH2:25][CH2:26][N:27](C)[C:28](=O)OC(C)(C)C)=[CH:21][N:20](C3CCCCO3)[N:19]=2)[CH2:11]1)=[O:9]. Product: [CH3:2][O:3][CH2:4][CH2:5][CH2:6][NH:7][C:8]([C@H:10]1[CH2:11][C@H:12]([C:18]2[C:22]([CH2:23][N:24]([CH3:36])[CH2:25][CH2:26][NH:27][CH3:28])=[CH:21][NH:20][N:19]=2)[CH2:13][CH2:14][C:15]1([CH3:17])[CH3:16])=[O:9]. The catalyst class is: 12. (2) Reactant: [C:1]1([C:7](=O)[CH3:8])[CH:6]=[CH:5][CH:4]=[CH:3][CH:2]=1.[CH:10]1([NH2:13])[CH2:12][CH2:11]1.S([O-])([O-])(=O)=O.[Mg+2].[BH4-].[Na+]. Product: [C:1]1([CH:7]([NH:13][CH:10]2[CH2:12][CH2:11]2)[CH3:8])[CH:6]=[CH:5][CH:4]=[CH:3][CH:2]=1. The catalyst class is: 4. (3) Reactant: [O:1]1[C:6]2[CH:7]=[CH:8][C:9]([CH2:11][NH:12][C:13]3([CH3:26])[CH2:18][CH2:17][N:16](C(OC(C)(C)C)=O)[CH2:15][CH2:14]3)=[CH:10][C:5]=2[O:4][CH2:3][CH2:2]1.FC(F)(F)C(O)=O. Product: [O:1]1[C:6]2[CH:7]=[CH:8][C:9]([CH2:11][NH:12][C:13]3([CH3:26])[CH2:14][CH2:15][NH:16][CH2:17][CH2:18]3)=[CH:10][C:5]=2[O:4][CH2:3][CH2:2]1. The catalyst class is: 4. (4) Reactant: [F:1][C:2]1([C:27]([O:29]C)=[O:28])[CH2:7][CH2:6][N:5]([CH:8]2[CH2:26][CH2:25][C:10]3([C:16]4[CH:17]=[CH:18][CH:19]=[CH:20][C:15]=4[O:14][C:13]4[CH:21]=[CH:22][CH:23]=[CH:24][C:12]=4[CH2:11]3)[CH2:9]2)[CH2:4][CH2:3]1.O.[OH-].[Li+]. Product: [F:1][C:2]1([C:27]([OH:29])=[O:28])[CH2:3][CH2:4][N:5]([CH:8]2[CH2:26][CH2:25][C:10]3([C:16]4[CH:17]=[CH:18][CH:19]=[CH:20][C:15]=4[O:14][C:13]4[CH:21]=[CH:22][CH:23]=[CH:24][C:12]=4[CH2:11]3)[CH2:9]2)[CH2:6][CH2:7]1. The catalyst class is: 5.